Dataset: Forward reaction prediction with 1.9M reactions from USPTO patents (1976-2016). Task: Predict the product of the given reaction. (1) Given the reactants [Br:1][C:2]1[CH:9]=[C:8](F)[CH:7]=[CH:6][C:3]=1[CH:4]=[O:5].[CH3:11][S-:12].[Na+], predict the reaction product. The product is: [Br:1][C:2]1[CH:9]=[C:8]([S:12][CH3:11])[CH:7]=[CH:6][C:3]=1[CH:4]=[O:5]. (2) Given the reactants [N:1]([CH2:4][CH2:5][O:6][CH2:7][CH2:8][O:9][CH2:10][CH2:11][O:12][CH2:13][CH2:14][O:15][CH2:16][CH2:17][O:18][CH2:19][CH2:20][O:21][CH2:22][CH2:23][O:24][CH2:25][CH2:26][O:27][CH2:28][CH2:29][O:30][CH2:31][CH2:32][O:33][CH2:34][CH2:35][O:36][CH2:37][CH2:38][NH:39][C:40](=[O:70])[CH2:41][CH2:42][CH2:43][NH:44][C:45](=[O:69])[CH2:46][CH2:47][CH2:48][CH2:49][CH2:50][CH2:51][CH2:52][CH2:53][CH2:54][CH2:55][CH2:56][CH2:57][CH2:58][CH2:59][CH2:60][CH2:61][C:62]([O:64]C(C)(C)C)=[O:63])=[N+:2]=[N-:3].C(O)(C(F)(F)F)=O, predict the reaction product. The product is: [N:1]([CH2:4][CH2:5][O:6][CH2:7][CH2:8][O:9][CH2:10][CH2:11][O:12][CH2:13][CH2:14][O:15][CH2:16][CH2:17][O:18][CH2:19][CH2:20][O:21][CH2:22][CH2:23][O:24][CH2:25][CH2:26][O:27][CH2:28][CH2:29][O:30][CH2:31][CH2:32][O:33][CH2:34][CH2:35][O:36][CH2:37][CH2:38][NH:39][C:40](=[O:70])[CH2:41][CH2:42][CH2:43][NH:44][C:45](=[O:69])[CH2:46][CH2:47][CH2:48][CH2:49][CH2:50][CH2:51][CH2:52][CH2:53][CH2:54][CH2:55][CH2:56][CH2:57][CH2:58][CH2:59][CH2:60][CH2:61][C:62]([OH:64])=[O:63])=[N+:2]=[N-:3]. (3) Given the reactants [CH:1]1[CH:13]=[N:12]/[C:5](=[CH:6]\[NH:7][NH:8][C:9]([NH2:11])=[S:10])/[C:3](=[O:4])[CH:2]=1.[CH3:14][C:15](N(C)C)=[O:16], predict the reaction product. The product is: [CH3:3][O:4][CH2:14][CH2:15][O:16][CH2:14][CH2:15][O:16][CH2:5][CH2:3][O:4][CH3:5].[CH:1]1[CH:13]=[N:12]/[C:5](=[CH:6]\[NH:7][NH:8][C:9]([NH2:11])=[S:10])/[C:3](=[O:4])[CH:2]=1. (4) The product is: [Cl:17][CH2:16][CH2:15][CH2:14][O:3][C:4]1[CH:5]=[C:6]([C:10](=[O:12])[CH3:11])[CH:7]=[CH:8][CH:9]=1. Given the reactants [H-].[Na+].[OH:3][C:4]1[CH:5]=[C:6]([C:10](=[O:12])[CH3:11])[CH:7]=[CH:8][CH:9]=1.Br[CH2:14][CH2:15][CH2:16][Cl:17], predict the reaction product. (5) Given the reactants [F:1][C:2]1[CH:7]=[CH:6][N:5]=[C:4]([NH:8][C:9](=[O:15])[O:10][C:11]([CH3:14])([CH3:13])[CH3:12])[CH:3]=1.[Li]CCCC.CN([CH:24]=[O:25])C, predict the reaction product. The product is: [F:1][C:2]1[CH:7]=[CH:6][N:5]=[C:4]([NH:8][C:9](=[O:15])[O:10][C:11]([CH3:12])([CH3:14])[CH3:13])[C:3]=1[CH:24]=[O:25]. (6) Given the reactants [O:1]=[C:2]1[NH:6][CH2:5][CH2:4][N:3]1[C:7](Cl)=[O:8].[OH:10][NH:11][C:12](=[O:18])[O:13][C:14]([CH3:17])([CH3:16])[CH3:15], predict the reaction product. The product is: [O:1]=[C:2]1[NH:6][CH2:5][CH2:4][N:3]1[C:7]([O:10][NH:11][C:12]([O:13][C:14]([CH3:17])([CH3:16])[CH3:15])=[O:18])=[O:8].